From a dataset of Catalyst prediction with 721,799 reactions and 888 catalyst types from USPTO. Predict which catalyst facilitates the given reaction. (1) Reactant: [F:1][C:2]1[CH:11]=[CH:10][C:9]([NH2:12])=[C:8]2[C:3]=1[CH:4]=[CH:5][CH:6]=[N:7]2.[N+:13]([C:16]1[CH:21]=[CH:20][CH:19]=[CH:18][C:17]=1[S:22](Cl)(=[O:24])=[O:23])([O-:15])=[O:14].N1C=CC=CC=1. Product: [F:1][C:2]1[CH:11]=[CH:10][C:9]([NH:12][S:22]([C:17]2[CH:18]=[CH:19][CH:20]=[CH:21][C:16]=2[N+:13]([O-:15])=[O:14])(=[O:23])=[O:24])=[C:8]2[C:3]=1[CH:4]=[CH:5][CH:6]=[N:7]2. The catalyst class is: 2. (2) Reactant: [CH3:1][O:2][C:3]1[CH:19]=[CH:18][C:6]([CH2:7][C:8]2[O:12][N:11]=[C:10]([C:13]([O:15]CC)=[O:14])[CH:9]=2)=[CH:5][CH:4]=1.C(O)C.[OH-].[Na+]. Product: [CH3:1][O:2][C:3]1[CH:4]=[CH:5][C:6]([CH2:7][C:8]2[O:12][N:11]=[C:10]([C:13]([OH:15])=[O:14])[CH:9]=2)=[CH:18][CH:19]=1. The catalyst class is: 6. (3) Reactant: [N+:1]([C:4]1[CH:9]=[CH:8][C:7]([C:10]2[S:11][CH:12]=[CH:13][CH:14]=2)=[CH:6][C:5]=1[NH:15][C:16]([C:18]1[S:22][C:21]([C:23]2[CH2:28][CH2:27][N:26]([C:29]([O:31][C:32]([CH3:35])([CH3:34])[CH3:33])=[O:30])[CH2:25][CH:24]=2)=[CH:20][CH:19]=1)=[O:17])([O-])=O. Product: [NH2:1][C:4]1[CH:9]=[CH:8][C:7]([C:10]2[S:11][CH:12]=[CH:13][CH:14]=2)=[CH:6][C:5]=1[NH:15][C:16]([C:18]1[S:22][C:21]([CH:23]2[CH2:24][CH2:25][N:26]([C:29]([O:31][C:32]([CH3:35])([CH3:34])[CH3:33])=[O:30])[CH2:27][CH2:28]2)=[CH:20][CH:19]=1)=[O:17]. The catalyst class is: 19. (4) Reactant: Br[CH2:2][C:3]1[CH:12]=[C:11]([OH:13])[CH:10]=[C:9]2[C:4]=1[CH2:5][CH:6]([C:17]1[CH:22]=[CH:21][C:20]([OH:23])=[CH:19][CH:18]=1)[CH:7]1[CH2:16][CH2:15][CH2:14][CH:8]12.[Li][N:25]=[N+:26]=[N-:27]. Product: [N:25]([CH2:2][C:3]1[CH:12]=[C:11]([OH:13])[CH:10]=[C:9]2[C:4]=1[CH2:5][CH:6]([C:17]1[CH:22]=[CH:21][C:20]([OH:23])=[CH:19][CH:18]=1)[CH:7]1[CH2:16][CH2:15][CH2:14][CH:8]12)=[N+:26]=[N-:27]. The catalyst class is: 3.